Dataset: Catalyst prediction with 721,799 reactions and 888 catalyst types from USPTO. Task: Predict which catalyst facilitates the given reaction. (1) The catalyst class is: 24. Reactant: [F:1][C:2]1[CH:7]=[CH:6][C:5]([C:8]2[C:9]([N:22]3[CH2:27][CH2:26][N:25]([C:28]4[CH:33]=[CH:32][CH:31]=[CH:30][N:29]=4)[CH2:24][CH2:23]3)=[N:10][C:11]3[C:16]([N:17]=2)=[CH:15][C:14]([C:18]([O:20]C)=[O:19])=[CH:13][CH:12]=3)=[CH:4][CH:3]=1.[OH-].[Na+].Cl. Product: [F:1][C:2]1[CH:7]=[CH:6][C:5]([C:8]2[C:9]([N:22]3[CH2:23][CH2:24][N:25]([C:28]4[CH:33]=[CH:32][CH:31]=[CH:30][N:29]=4)[CH2:26][CH2:27]3)=[N:10][C:11]3[C:16]([N:17]=2)=[CH:15][C:14]([C:18]([OH:20])=[O:19])=[CH:13][CH:12]=3)=[CH:4][CH:3]=1. (2) Reactant: C[O:2][C:3]([C:5]1[CH:6]=[CH:7][C:8]2[C:12]([CH:13]=1)=[N:11][N:10]([CH2:14][CH2:15][N:16]1[CH:20]=[CH:19][CH:18]=[N:17]1)[CH:9]=2)=[O:4].[OH-].[Li+].Cl. Product: [N:16]1([CH2:15][CH2:14][N:10]2[CH:9]=[C:8]3[C:12]([CH:13]=[C:5]([C:3]([OH:4])=[O:2])[CH:6]=[CH:7]3)=[N:11]2)[CH:20]=[CH:19][CH:18]=[N:17]1. The catalyst class is: 24. (3) Reactant: C([NH:8][C@@H:9]1[CH2:14][CH2:13][C@H:12]([NH:15][C:16]2[N+:17]([O-])=[CH:18][CH:19]=[C:20]([N:22]([CH3:24])[CH3:23])[CH:21]=2)[CH2:11][CH2:10]1)C1C=CC=CC=1. Product: [NH2:8][C@@H:9]1[CH2:10][CH2:11][C@H:12]([NH:15][C:16]2[CH:21]=[C:20]([N:22]([CH3:24])[CH3:23])[CH:19]=[CH:18][N:17]=2)[CH2:13][CH2:14]1. The catalyst class is: 19. (4) Reactant: [CH2:1]([O:8][N:9]1[C:15](=[O:16])[N:14]2[CH2:17][C@H:10]1[CH2:11][CH2:12][C@H:13]2[C:18]([OH:20])=O)[C:2]1[CH:7]=[CH:6][CH:5]=[CH:4][CH:3]=1.[NH2:21][O:22][CH2:23][C@@H:24]1[CH2:28][CH2:27][CH2:26][N:25]1[C:29]([O:31][C:32]([CH3:35])([CH3:34])[CH3:33])=[O:30].ON1C2C=CC=CC=2N=N1.Cl.C(N=C=NCCCN(C)C)C. Product: [CH2:1]([O:8][N:9]1[C:15](=[O:16])[N:14]2[CH2:17][C@H:10]1[CH2:11][CH2:12][C@H:13]2[C:18]([NH:21][O:22][CH2:23][C@@H:24]1[CH2:28][CH2:27][CH2:26][N:25]1[C:29]([O:31][C:32]([CH3:35])([CH3:34])[CH3:33])=[O:30])=[O:20])[C:2]1[CH:3]=[CH:4][CH:5]=[CH:6][CH:7]=1. The catalyst class is: 2.